The task is: Predict the reaction yield, written as a fraction of the theoretical maximum amount of product (1.0 means a 100% yield; for example, 0.34 means a 34% yield).. This data is from Reaction yield outcomes from USPTO patents with 853,638 reactions. (1) The reactants are [CH3:1][C@@H:2]1[C@H:6]([C:7]2[CH:12]=[CH:11][CH:10]=[CH:9][CH:8]=2)[O:5][C:4](=[O:13])[N:3]1[C:14](=[O:24])[CH2:15][CH2:16][C@H:17]([CH3:23])[CH2:18][CH2:19][CH2:20][CH2:21][CH3:22].C[C@@H](CCCCC)CCC(O)=O. No catalyst specified. The product is [CH3:1][C@@H:2]1[C@H:6]([C:7]2[CH:12]=[CH:11][CH:10]=[CH:9][CH:8]=2)[O:5][C:4](=[O:13])[N:3]1[C:14](=[O:24])[CH2:15][CH2:16][C@@H:17]([CH3:23])[CH2:18][CH2:19][CH2:20][CH2:21][CH3:22]. The yield is 1.00. (2) The reactants are [C:1]([C:3]1[CH:4]=[N:5][CH:6]=[C:7]([O:9][CH3:10])[CH:8]=1)#[CH:2].[F:11][C:12]1[CH:21]=[CH:20][C:19](I)=[CH:18][C:13]=1[C:14]([NH:16][CH3:17])=[O:15].C(N(CC)CC)C. The catalyst is C1(C=CC=CC=1)[P](C1C=CC=CC=1)(C1C=CC=CC=1)[Pd][P](C1C=CC=CC=1)(C1C=CC=CC=1)C1C=CC=CC=1.[Cu]I. The product is [F:11][C:12]1[CH:21]=[CH:20][C:19]([C:2]#[C:1][C:3]2[CH:4]=[N:5][CH:6]=[C:7]([O:9][CH3:10])[CH:8]=2)=[CH:18][C:13]=1[C:14]([NH:16][CH3:17])=[O:15]. The yield is 0.730. (3) The reactants are Cl.C1C2C(=CC=CC=2)C=C(C2C=CC(O)=CC=2)N=1.C1C=CC2N(O)N=NC=2C=1.[CH3:29][C:30]([O:33][C:34]([NH:36][C@H:37]([C:59]([OH:61])=[O:60])[CH2:38][CH2:39][CH2:40][N:41]=[C:42]([NH:51]C(OC(C)(C)C)=O)[NH:43]C(OC(C)(C)C)=O)=[O:35])([CH3:32])[CH3:31].CCN=C=NCCCN(C)C.Cl.C(N(CC)C(C)C)(C)C. The catalyst is CN(C=O)C.O. The product is [C:34]([NH:36][C@H:37]([C:59]([OH:61])=[O:60])[CH2:38][CH2:39][CH2:40][NH:41][C:42](=[NH:43])[NH2:51])([O:33][C:30]([CH3:31])([CH3:29])[CH3:32])=[O:35]. The yield is 0.740. (4) The reactants are Cl[C:2]1[CH:11]=[C:10]([CH3:12])[C:9]2[C:4](=[CH:5][C:6]([O:13][CH3:14])=[CH:7][CH:8]=2)[N:3]=1.[NH2:15][C@@H:16]1[C@H:21]2[CH2:22][C@H:18]([CH2:19][C@@H:20]2[N:23]([CH2:34][C:35]2[CH:40]=[CH:39][CH:38]=[CH:37][CH:36]=2)[C:24](=[O:33])[O:25][CH2:26][C:27]2[CH:32]=[CH:31][CH:30]=[CH:29][CH:28]=2)[CH2:17]1.CC([O-])(C)C.[Na+]. The catalyst is C1(C)C=CC=CC=1.CCOC(C)=O.CO.CC([O-])=O.CC([O-])=O.[Pd+2].C1C=CC(P(C2C(C3C(P(C4C=CC=CC=4)C4C=CC=CC=4)=CC=C4C=3C=CC=C4)=C3C(C=CC=C3)=CC=2)C2C=CC=CC=2)=CC=1. The product is [CH2:34]([N:23]([C@H:20]1[CH2:19][C@H:18]2[CH2:22][C@@H:21]1[C@@H:16]([NH:15][C:2]1[CH:11]=[C:10]([CH3:12])[C:9]3[C:4](=[CH:5][C:6]([O:13][CH3:14])=[CH:7][CH:8]=3)[N:3]=1)[CH2:17]2)[C:24](=[O:33])[O:25][CH2:26][C:27]1[CH:32]=[CH:31][CH:30]=[CH:29][CH:28]=1)[C:35]1[CH:36]=[CH:37][CH:38]=[CH:39][CH:40]=1. The yield is 0.690. (5) The reactants are [S:1]1[CH:5]=[CH:4][N:3]=[C:2]1[C:6]1[CH:10]=[C:9]([CH2:11][CH2:12][CH:13]=O)[O:8][N:7]=1.[CH3:15][O:16][C:17]1[CH:22]=[CH:21][CH:20]=[CH:19][C:18]=1[N:23]1[CH2:28][CH2:27][NH:26][CH2:25][CH2:24]1.[BH-](OC(C)=O)(OC(C)=O)OC(C)=O.[Na+]. The catalyst is C(Cl)Cl. The product is [CH3:15][O:16][C:17]1[CH:22]=[CH:21][CH:20]=[CH:19][C:18]=1[N:23]1[CH2:28][CH2:27][N:26]([CH2:13][CH2:12][CH2:11][C:9]2[O:8][N:7]=[C:6]([C:2]3[S:1][CH:5]=[CH:4][N:3]=3)[CH:10]=2)[CH2:25][CH2:24]1. The yield is 0.959. (6) The reactants are Cl[C:2](Cl)([O:4]C(=O)OC(Cl)(Cl)Cl)Cl.[F:13][C:14]1[CH:19]=[CH:18][C:17]([N:20]2[CH2:24][CH2:23][NH:22][C:21]2=[O:25])=[CH:16][CH:15]=1.[NH2:26][C:27]1[CH:51]=[CH:50][C:30]([O:31][C:32]2[CH:37]=[CH:36][N:35]=[C:34]3[CH:38]=[C:39]([C:41]4[CH2:46][CH2:45][N:44]([C:47](=O)C)[CH2:43][CH:42]=4)[S:40][C:33]=23)=[C:29]([F:52])[CH:28]=1.CCN(C(C)C)C(C)C. The catalyst is C1COCC1.CO. The product is [F:52][C:29]1[CH:28]=[C:27]([NH:26][C:2]([N:22]2[CH2:23][CH2:24][N:20]([C:17]3[CH:16]=[CH:15][C:14]([F:13])=[CH:19][CH:18]=3)[C:21]2=[O:25])=[O:4])[CH:51]=[CH:50][C:30]=1[O:31][C:32]1[CH:37]=[CH:36][N:35]=[C:34]2[CH:38]=[C:39]([C:41]3[CH2:46][CH2:45][N:44]([CH3:47])[CH2:43][CH:42]=3)[S:40][C:33]=12. The yield is 0.520. (7) The product is [CH2:1]([O:3][C:4](=[O:18])[CH2:5][C:6]1[N:7]=[C:8]([C:11]2[CH:16]=[CH:15][C:14]([O:17][S:28]([C:27]([F:40])([F:39])[F:26])(=[O:30])=[O:29])=[CH:13][CH:12]=2)[O:9][CH:10]=1)[CH3:2]. The reactants are [CH2:1]([O:3][C:4](=[O:18])[CH2:5][C:6]1[N:7]=[C:8]([C:11]2[CH:16]=[CH:15][C:14]([OH:17])=[CH:13][CH:12]=2)[O:9][CH:10]=1)[CH3:2].C(N(CC)CC)C.[F:26][C:27]([F:40])([F:39])[S:28](O[S:28]([C:27]([F:40])([F:39])[F:26])(=[O:30])=[O:29])(=[O:30])=[O:29]. The catalyst is C(Cl)Cl. The yield is 0.550.